This data is from Catalyst prediction with 721,799 reactions and 888 catalyst types from USPTO. The task is: Predict which catalyst facilitates the given reaction. (1) Reactant: [F:1][C:2]([F:11])([F:10])[C:3]1[CH:8]=[CH:7][C:6](Br)=[CH:5][CH:4]=1.[CH3:12][O-:13].[Na+].CO. Product: [F:1][C:2]([F:11])([F:10])[C:3]1[CH:8]=[CH:7][C:6]([O:13][CH3:12])=[CH:5][CH:4]=1. The catalyst class is: 6. (2) Reactant: C([O:8][C:9]1[CH:14]=[C:13]([N:15]2[CH2:20][CH2:19][CH:18]([N:21](C)[C:22](=O)OCC3C=CC=CC=3)[CH2:17][CH2:16]2)[CH:12]=[CH:11][N:10]=1)C1C=CC=CC=1. Product: [CH3:22][NH:21][CH:18]1[CH2:19][CH2:20][N:15]([C:13]2[CH:12]=[CH:11][NH:10][C:9](=[O:8])[CH:14]=2)[CH2:16][CH2:17]1. The catalyst class is: 105. (3) Product: [C:14]1([N:20]([CH2:32][CH2:33][C:34]([O:36][CH2:37][CH3:38])=[O:35])[C:21]([C:22]2[CH:27]=[CH:26][C:25]3[N:28]([CH3:29])[C:11]([CH2:10][NH:9][C:6]4[CH:5]=[CH:4][C:3]([C:1]#[N:2])=[CH:8][CH:7]=4)=[N:30][C:24]=3[CH:23]=2)=[O:31])[CH:15]=[CH:16][CH:17]=[CH:18][CH:19]=1. The catalyst class is: 7. Reactant: [C:1]([C:3]1[CH:8]=[CH:7][C:6]([NH:9][CH2:10][C:11](O)=O)=[CH:5][CH:4]=1)#[N:2].[C:14]1([N:20]([CH2:32][CH2:33][C:34]([O:36][CH2:37][CH3:38])=[O:35])[C:21](=[O:31])[C:22]2[CH:27]=[CH:26][C:25]([NH:28][CH3:29])=[C:24]([NH2:30])[CH:23]=2)[CH:19]=[CH:18][CH:17]=[CH:16][CH:15]=1. (4) Reactant: Br[C:2]1[CH:3]=[N:4][C:5]2[C:10]([CH:11]=1)=[CH:9][C:8]([OH:12])=[CH:7][C:6]=2[Cl:13].[I-:14].[Na+].N. Product: [Cl:13][C:6]1[CH:7]=[C:8]([OH:12])[CH:9]=[C:10]2[C:5]=1[N:4]=[CH:3][C:2]([I:14])=[CH:11]2. The catalyst class is: 830. (5) Reactant: [NH2:1][C@@H:2]([C@H:6]([OH:10])[CH:7]([CH3:9])[CH3:8])[C:3]([OH:5])=[O:4].[C:11]([O-:14])(O)=[O:12].[Na+].[C:16]1([CH2:22][CH2:23][CH2:24][CH2:25][CH2:26]C2C(=O)N(C([O-])=O)C=CC=2)[CH:21]=[CH:20][CH:19]=[CH:18][CH:17]=1. Product: [OH:10][C@H:6]([CH:7]([CH3:9])[CH3:8])[C@H:2]([NH:1][C:11]([O:14][CH2:26][CH2:25][CH2:24][CH2:23][CH2:22][C:16]1[CH:21]=[CH:20][CH:19]=[CH:18][CH:17]=1)=[O:12])[C:3]([OH:5])=[O:4]. The catalyst class is: 90. (6) Product: [OH:1][CH2:2][C:3]1[O:7][N:6]=[C:5]([C:8]2[CH:13]=[CH:12][CH:11]=[CH:10][N:9]=2)[C:4]=1[CH2:14][O:15][C:16]1[CH:24]=[CH:23][C:19]([C:20]([NH:25][CH:26]2[CH2:30][CH2:29][O:28][CH2:27]2)=[O:22])=[CH:18][N:17]=1. Reactant: [OH:1][CH2:2][C:3]1[O:7][N:6]=[C:5]([C:8]2[CH:13]=[CH:12][CH:11]=[CH:10][N:9]=2)[C:4]=1[CH2:14][O:15][C:16]1[CH:24]=[CH:23][C:19]([C:20]([OH:22])=O)=[CH:18][N:17]=1.[NH2:25][CH:26]1[CH2:30][CH2:29][O:28][CH2:27]1.F[B-](F)(F)F.C[N+](C)=C(N(C)C)ON1C2C=CC=CC=2N=N1.C(N(CC)C(C)C)(C)C. The catalyst class is: 3. (7) Reactant: [C:1]1([C:30]2[CH:35]=[CH:34][CH:33]=[CH:32][CH:31]=2)[CH:6]=[CH:5][CH:4]=[CH:3][C:2]=1[NH:7][C:8]([O:10][CH:11]1[CH2:16][CH2:15][N:14]([CH2:17][CH2:18][C:19]([N:21]([CH3:29])[CH2:22][CH2:23][CH2:24][CH2:25]C(O)=O)=[O:20])[CH2:13][CH2:12]1)=[O:9].[NH2:36][C:37]1[C:42]([CH3:43])=[CH:41][C:40]([CH2:44][OH:45])=[C:39]([CH3:46])[CH:38]=1.C(N(CC)C(C)C)(C)C.CCN=C=NCCCN(C)C.Cl.C(=O)(O)[O-:69].[Na+]. Product: [OH:45][CH2:44][C:40]1[C:39]([CH3:46])=[CH:38][C:37]([NH:36][C:25]([CH2:24][CH2:23][CH2:22][N:21]([CH3:29])[C:19]([CH2:18][CH2:17][N:14]2[CH2:13][CH2:12][CH:11]([O:10][C:8](=[O:9])[NH:7][C:2]3[CH:3]=[CH:4][CH:5]=[CH:6][C:1]=3[C:30]3[CH:35]=[CH:34][CH:33]=[CH:32][CH:31]=3)[CH2:16][CH2:15]2)=[O:20])=[O:69])=[C:42]([CH3:43])[CH:41]=1. The catalyst class is: 2. (8) Reactant: [C:1]1([CH:7]=[CH:8][C:9]([NH:11][C:12]2[CH:13]=[C:14]([CH:20]=[CH:21][CH:22]=2)[O:15][CH2:16][C:17](O)=[O:18])=[O:10])[CH:6]=[CH:5][CH:4]=[CH:3][CH:2]=1.C(N(CC)CC)C.ClC(OCC(C)C)=O.Cl.[NH2:39][OH:40].C[O-].[Na+]. Product: [OH:40][NH:39][C:17](=[O:18])[CH2:16][O:15][C:14]1[CH:13]=[C:12]([NH:11][C:9](=[O:10])/[CH:8]=[CH:7]/[C:1]2[CH:6]=[CH:5][CH:4]=[CH:3][CH:2]=2)[CH:22]=[CH:21][CH:20]=1. The catalyst class is: 7.